From a dataset of Full USPTO retrosynthesis dataset with 1.9M reactions from patents (1976-2016). Predict the reactants needed to synthesize the given product. (1) Given the product [CH3:48][O:47][C:44]1[CH:43]=[CH:42][C:41]([CH2:40][N:35]2[CH2:36][CH2:37][CH2:38][CH2:39][CH:33]([C:11]3[S:12][C:8]([C:6]4[CH:5]=[C:4]([NH:13][C:14]5[N:19]=[C:18]([C:20]([F:21])([F:23])[F:22])[CH:17]=[CH:16][N:15]=5)[CH:3]=[C:2]([CH3:1])[CH:7]=4)=[CH:9][N:10]=3)[C:34]2=[O:49])=[CH:46][CH:45]=1, predict the reactants needed to synthesize it. The reactants are: [CH3:1][C:2]1[CH:3]=[C:4]([NH:13][C:14]2[N:19]=[C:18]([C:20]([F:23])([F:22])[F:21])[CH:17]=[CH:16][N:15]=2)[CH:5]=[C:6]([C:8]2[S:12][CH:11]=[N:10][CH:9]=2)[CH:7]=1.C([N-]C(C)C)(C)C.[Li+].Br[CH:33]1[CH2:39][CH2:38][CH2:37][CH2:36][N:35]([CH2:40][C:41]2[CH:46]=[CH:45][C:44]([O:47][CH3:48])=[CH:43][CH:42]=2)[C:34]1=[O:49]. (2) The reactants are: [C:1]([C:4]1[CH:9]=[CH:8][C:7]([C:10]2[CH:15]=[CH:14][C:13]([O:16][CH3:17])=[C:12]([CH2:18][NH:19][CH:20]3[CH2:25][CH2:24][CH:23]([N:26]([CH3:34])[C:27](=[O:33])[O:28][C:29]([CH3:32])([CH3:31])[CH3:30])[CH2:22][CH2:21]3)[CH:11]=2)=[CH:6][CH:5]=1)(=[O:3])[NH2:2].[Cl:35][C:36]1[C:37]2[CH:47]=[CH:46][CH:45]=[CH:44][C:38]=2[S:39][C:40]=1[C:41](Cl)=[O:42]. Given the product [C:1]([C:4]1[CH:5]=[CH:6][C:7]([C:10]2[CH:15]=[CH:14][C:13]([O:16][CH3:17])=[C:12]([CH2:18][N:19]([C:41]([C:40]3[S:39][C:38]4[CH:44]=[CH:45][CH:46]=[CH:47][C:37]=4[C:36]=3[Cl:35])=[O:42])[CH:20]3[CH2:25][CH2:24][CH:23]([N:26]([CH3:34])[C:27](=[O:33])[O:28][C:29]([CH3:31])([CH3:30])[CH3:32])[CH2:22][CH2:21]3)[CH:11]=2)=[CH:8][CH:9]=1)(=[O:3])[NH2:2], predict the reactants needed to synthesize it.